This data is from Forward reaction prediction with 1.9M reactions from USPTO patents (1976-2016). The task is: Predict the product of the given reaction. Given the reactants [OH:1][C@H:2]1[CH2:6][CH2:5][CH2:4][C@@H:3]1[NH:7][C:8](=[O:13])[CH2:9][CH2:10][CH:11]=[CH2:12].[CH3:14][C@H:15]([CH2:19][CH:20]=[CH2:21])[C:16](O)=[O:17].CCOC(C)=O.CCCCCC, predict the reaction product. The product is: [CH3:14][C@H:15]([CH2:19][CH:20]=[CH2:21])[C:16]([O:1][C@H:2]1[CH2:6][CH2:5][CH2:4][C@@H:3]1[NH:7][C:8](=[O:13])[CH2:9][CH2:10][CH:11]=[CH2:12])=[O:17].